Dataset: Forward reaction prediction with 1.9M reactions from USPTO patents (1976-2016). Task: Predict the product of the given reaction. (1) Given the reactants [I:1][C:2]1[CH:7]=[CH:6][C:5]([NH:8][C:9]2[C:14]([C:15]([OH:17])=O)=[CH:13][N:12]3[C:18]([CH3:21])=[N:19][N:20]=[C:11]3[CH:10]=2)=[C:4]([CH3:22])[CH:3]=1.CCN(C(C)C)C(C)C.CC1(C)[O:37][C@@H:36]([CH2:38][O:39][NH2:40])[CH2:35][O:34]1, predict the reaction product. The product is: [I:1][C:2]1[CH:7]=[CH:6][C:5]([NH:8][C:9]2[C:14]([C:15]([NH:40][O:39][CH2:38][C@H:36]([OH:37])[CH2:35][OH:34])=[O:17])=[CH:13][N:12]3[C:18]([CH3:21])=[N:19][N:20]=[C:11]3[CH:10]=2)=[C:4]([CH3:22])[CH:3]=1. (2) Given the reactants [N+:1]([C:4]1[CH:5]=[N:6][NH:7][C:8]=1[N:9]1[CH2:14][CH:13]=[C:12]([O:15][Si](C)(C)C)[CH2:11][CH2:10]1)([O-:3])=[O:2].[B-](F)(F)(F)[F:21].[B-](F)(F)(F)F.C1[N+]2(CCl)CC[N+](F)(CC2)C1, predict the reaction product. The product is: [F:21][CH:11]1[C:12](=[O:15])[CH2:13][CH2:14][N:9]([C:8]2[NH:7][N:6]=[CH:5][C:4]=2[N+:1]([O-:3])=[O:2])[CH2:10]1. (3) Given the reactants Cl.[F:2][C:3]([F:14])([F:13])[C:4]1[CH:12]=[CH:11][C:7]([C:8]([NH2:10])=[NH:9])=[CH:6][CH:5]=1.[CH2:18]1[O:17][C:19](O)([CH2:21]O)[CH2:18][O:17][C:19]1(O)[CH2:21]O, predict the reaction product. The product is: [F:2][C:3]([F:13])([F:14])[C:4]1[CH:12]=[CH:11][C:7]([C:8]2[NH:10][CH:21]=[C:19]([CH2:18][OH:17])[N:9]=2)=[CH:6][CH:5]=1. (4) Given the reactants [OH-].[K+].[Cl:3][C:4]1[CH:5]=[CH:6][C:7]2[S:11][C:10]([S:12]([NH:15][C:16]3[CH:17]=[C:18]([CH:23]=[CH:24][CH:25]=3)[C:19]([O:21]C)=[O:20])(=[O:14])=[O:13])=[C:9]([CH3:26])[C:8]=2[CH:27]=1, predict the reaction product. The product is: [Cl:3][C:4]1[CH:5]=[CH:6][C:7]2[S:11][C:10]([S:12]([NH:15][C:16]3[CH:17]=[C:18]([CH:23]=[CH:24][CH:25]=3)[C:19]([OH:21])=[O:20])(=[O:14])=[O:13])=[C:9]([CH3:26])[C:8]=2[CH:27]=1. (5) Given the reactants [C:1]1([S:7]([N:10]2[C:18]3[CH:17]=[CH:16][N+:15]([O-])=[CH:14][C:13]=3[CH:12]=[CH:11]2)(=[O:9])=[O:8])[CH:6]=[CH:5][CH:4]=[CH:3][CH:2]=1.P(Br)(Br)([Br:22])=O, predict the reaction product. The product is: [C:1]1([S:7]([N:10]2[C:18]3[CH:17]=[CH:16][N:15]=[C:14]([Br:22])[C:13]=3[CH:12]=[CH:11]2)(=[O:9])=[O:8])[CH:6]=[CH:5][CH:4]=[CH:3][CH:2]=1. (6) The product is: [I:40][C:31]1[C:9]([C:7]([NH:6][CH2:5][CH:4]=[N:3][O:2][CH3:1])=[O:8])=[C:10]([CH:28]=[CH:29][CH:30]=1)[C:11]([NH:13][C:14]1[CH:19]=[CH:18][C:17]([C:20]([F:25])([F:26])[C:21]([F:24])([F:23])[F:22])=[CH:16][C:15]=1[CH3:27])=[O:12]. Given the reactants [CH3:1][O:2][N:3]=[CH:4][CH2:5][NH:6][C:7]([C:9]1[CH:31]=[CH:30][CH:29]=[CH:28][C:10]=1[C:11]([NH:13][C:14]1[CH:19]=[CH:18][C:17]([C:20]([F:26])([F:25])[C:21]([F:24])([F:23])[F:22])=[CH:16][C:15]=1[CH3:27])=[O:12])=[O:8].BrN1C(=O)CCC1=O.[I:40]N1C(=O)CCC1=O, predict the reaction product.